This data is from Full USPTO retrosynthesis dataset with 1.9M reactions from patents (1976-2016). The task is: Predict the reactants needed to synthesize the given product. (1) The reactants are: [CH3:1][O:2][C:3]1[CH:8]=[CH:7][C:6]([N:9]([CH2:22][C:23]2[CH:28]=[CH:27][C:26]([O:29]C3CCCCO3)=[CH:25][CH:24]=2)[S:10]([C:13]2[C:18]([CH3:19])=[CH:17][C:16]([CH3:20])=[CH:15][C:14]=2[CH3:21])(=[O:12])=[O:11])=[CH:5][CH:4]=1.Cl. Given the product [OH:29][C:26]1[CH:25]=[CH:24][C:23]([CH2:22][N:9]([C:6]2[CH:5]=[CH:4][C:3]([O:2][CH3:1])=[CH:8][CH:7]=2)[S:10]([C:13]2[C:18]([CH3:19])=[CH:17][C:16]([CH3:20])=[CH:15][C:14]=2[CH3:21])(=[O:12])=[O:11])=[CH:28][CH:27]=1, predict the reactants needed to synthesize it. (2) Given the product [Cl:21][C:5]1[C:6]([NH:8][C:9]2[CH:14]=[CH:13][CH:12]=[CH:11][C:10]=2[S:15]([N:18]([CH3:20])[CH3:19])(=[O:17])=[O:16])=[N:7][C:2]([NH:22][C:23]2[C:37]([O:38][CH3:39])=[CH:36][C:26]3[CH2:27][CH2:28][N:29]([CH2:32][CH:33]([OH:35])[CH3:34])[CH2:30][CH2:31][C:25]=3[CH:24]=2)=[N:3][CH:4]=1, predict the reactants needed to synthesize it. The reactants are: Cl[C:2]1[N:7]=[C:6]([NH:8][C:9]2[CH:14]=[CH:13][CH:12]=[CH:11][C:10]=2[S:15]([N:18]([CH3:20])[CH3:19])(=[O:17])=[O:16])[C:5]([Cl:21])=[CH:4][N:3]=1.[NH2:22][C:23]1[C:37]([O:38][CH3:39])=[CH:36][C:26]2[CH2:27][CH2:28][N:29]([CH2:32][CH:33]([OH:35])[CH3:34])[CH2:30][CH2:31][C:25]=2[CH:24]=1. (3) Given the product [OH:1][C@H:2]([CH2:35][O:36][Si:47]([CH:51]([CH3:53])[CH3:52])([CH:48]([CH3:50])[CH3:49])[CH:44]([CH3:46])[CH3:45])[CH2:3][NH:4][C:5]([C:7]1[NH:8][C:9]([C:12]2[CH:17]=[C:16]([O:18][C:19]3[CH:24]=[N:23][C:22]([S:25]([CH3:28])(=[O:27])=[O:26])=[CH:21][N:20]=3)[CH:15]=[C:14]([O:29][C@@H:30]([CH3:34])[CH2:31][O:32][CH3:33])[CH:13]=2)=[CH:10][CH:11]=1)=[O:6], predict the reactants needed to synthesize it. The reactants are: [OH:1][C@H:2]([CH2:35][OH:36])[CH2:3][NH:4][C:5]([C:7]1[NH:8][C:9]([C:12]2[CH:17]=[C:16]([O:18][C:19]3[CH:24]=[N:23][C:22]([S:25]([CH3:28])(=[O:27])=[O:26])=[CH:21][N:20]=3)[CH:15]=[C:14]([O:29][C@@H:30]([CH3:34])[CH2:31][O:32][CH3:33])[CH:13]=2)=[CH:10][CH:11]=1)=[O:6].C(N(CC)CC)C.[CH:44]([Si:47](Cl)([CH:51]([CH3:53])[CH3:52])[CH:48]([CH3:50])[CH3:49])([CH3:46])[CH3:45]. (4) Given the product [Cl:1][CH2:2][CH2:3][CH2:4][C:5]([NH:18][NH:17][C:15](=[O:16])[CH2:14][C:8]1[CH:9]=[CH:10][CH:11]=[CH:12][CH:13]=1)=[O:6], predict the reactants needed to synthesize it. The reactants are: [Cl:1][CH2:2][CH2:3][CH2:4][C:5](Cl)=[O:6].[C:8]1([CH2:14][C:15]([NH:17][NH2:18])=[O:16])[CH:13]=[CH:12][CH:11]=[CH:10][CH:9]=1.CCN(C(C)C)C(C)C.Cl. (5) The reactants are: [CH2:1]([C:8]1[NH:22][C:11]2=[N:12][CH:13]=[C:14]([C:16]#[C:17][CH2:18][CH2:19][C:20]#[N:21])[CH:15]=[C:10]2[N:9]=1)[C:2]1[CH:7]=[CH:6][CH:5]=[CH:4][CH:3]=1.[NH:23]([C:25](=[S:27])[NH2:26])N. Given the product [CH2:1]([C:8]1[NH:22][C:11]2=[N:12][CH:13]=[C:14]([C:16]#[C:17][CH2:18][CH2:19][C:20]3[S:27][C:25]([NH2:26])=[N:23][N:21]=3)[CH:15]=[C:10]2[N:9]=1)[C:2]1[CH:3]=[CH:4][CH:5]=[CH:6][CH:7]=1, predict the reactants needed to synthesize it. (6) Given the product [NH2:2][CH2:1][CH:3]([CH2:8][CH2:9][C:10]([F:33])([F:34])[C:11]([F:31])([F:32])[C:12]([F:29])([F:30])[C:13]([F:27])([F:28])[C:14]([F:25])([F:26])[C:15]([F:23])([F:24])[C:16]([F:21])([F:22])[C:17]([F:20])([F:18])[F:19])[C:4]([O:6][CH3:7])=[O:5], predict the reactants needed to synthesize it. The reactants are: [C:1]([CH:3]([CH2:8][CH2:9][C:10]([F:34])([F:33])[C:11]([F:32])([F:31])[C:12]([F:30])([F:29])[C:13]([F:28])([F:27])[C:14]([F:26])([F:25])[C:15]([F:24])([F:23])[C:16]([F:22])([F:21])[C:17]([F:20])([F:19])[F:18])[C:4]([O:6][CH3:7])=[O:5])#[N:2].N. (7) Given the product [F:28][C:2]1([F:1])[CH2:7][CH2:6][NH:5][CH:4]([CH2:16][N:17]2[C:18](=[O:27])[C:19]3[C:24](=[CH:23][CH:22]=[CH:21][CH:20]=3)[C:25]2=[O:26])[CH2:3]1, predict the reactants needed to synthesize it. The reactants are: [F:1][C:2]1([F:28])[CH2:7][CH2:6][N:5]([C@H](C2C=CC=CC=2)C)[CH:4]([CH2:16][N:17]2[C:25](=[O:26])[C:24]3[C:19](=[CH:20][CH:21]=[CH:22][CH:23]=3)[C:18]2=[O:27])[CH2:3]1.